Dataset: Reaction yield outcomes from USPTO patents with 853,638 reactions. Task: Predict the reaction yield, written as a fraction of the theoretical maximum amount of product (1.0 means a 100% yield; for example, 0.34 means a 34% yield). (1) The reactants are [C:1]([O:5][C:6]([N:8]1[CH2:12][CH:11]([O:13][Si](C(C)(C)C)(C)C)[CH:10]2[N:21]([C:24]([O:26][CH2:27][C:28]3[CH:33]=[CH:32][CH:31]=[CH:30][CH:29]=3)=[O:25])[CH2:22][CH2:23][CH:9]12)=[O:7])([CH3:4])([CH3:3])[CH3:2].N1C=CC=CC=1. The catalyst is C1COCC1.CCOC(C)=O. The product is [C:1]([O:5][C:6]([N:8]1[CH2:12][CH:11]([OH:13])[CH:10]2[N:21]([C:24]([O:26][CH2:27][C:28]3[CH:33]=[CH:32][CH:31]=[CH:30][CH:29]=3)=[O:25])[CH2:22][CH2:23][CH:9]12)=[O:7])([CH3:4])([CH3:2])[CH3:3]. The yield is 0.900. (2) The reactants are [CH:1]([N:14]1[C:22]2[C:17](=[CH:18][C:19]([Cl:23])=[CH:20][CH:21]=2)[C:16]([CH2:24][CH2:25][O:26][C:27]2[CH:35]=[CH:34][C:30]([C:31]([OH:33])=[O:32])=[CH:29][CH:28]=2)=[C:15]1[CH2:36][CH2:37][NH:38][S:39]([CH2:42]C1C=CC=CC=1)(=[O:41])=[O:40])([C:8]1[CH:13]=[CH:12][CH:11]=[CH:10][CH:9]=1)[C:2]1[CH:7]=[CH:6][CH:5]=[CH:4][CH:3]=1.[CH:49]1[C:58]2[C:53](=[CH:54][CH:55]=[CH:56][CH:57]=2)[CH:52]=[CH:51]C=1S(Cl)(=O)=O. No catalyst specified. The product is [CH:1]([N:14]1[C:22]2[C:17](=[CH:18][C:19]([Cl:23])=[CH:20][CH:21]=2)[C:16]([CH2:24][CH2:25][O:26][C:27]2[CH:28]=[CH:29][C:30]([C:31]([OH:33])=[O:32])=[CH:34][CH:35]=2)=[C:15]1[CH2:36][CH2:37][NH:38][S:39]([C:42]1[CH:51]=[CH:52][C:53]2[C:58](=[CH:57][CH:56]=[CH:55][CH:54]=2)[CH:49]=1)(=[O:40])=[O:41])([C:8]1[CH:9]=[CH:10][CH:11]=[CH:12][CH:13]=1)[C:2]1[CH:7]=[CH:6][CH:5]=[CH:4][CH:3]=1. The yield is 0.530. (3) The reactants are [CH:1]1([CH2:4][O:5][C:6]2([C:30]3[CH:35]=[CH:34][CH:33]=[CH:32][C:31]=3[CH3:36])[CH2:9][N:8]([C:10](=[O:29])[C@H:11]([NH:21]C(=O)OC(C)(C)C)[CH2:12][C:13]3[CH:18]=[CH:17][C:16]([O:19][CH3:20])=[CH:15][CH:14]=3)[CH2:7]2)[CH2:3][CH2:2]1.[ClH:37]. The catalyst is C(OCC)(=O)C. The product is [ClH:37].[NH2:21][C@H:11]([CH2:12][C:13]1[CH:18]=[CH:17][C:16]([O:19][CH3:20])=[CH:15][CH:14]=1)[C:10]([N:8]1[CH2:7][C:6]([O:5][CH2:4][CH:1]2[CH2:2][CH2:3]2)([C:30]2[CH:35]=[CH:34][CH:33]=[CH:32][C:31]=2[CH3:36])[CH2:9]1)=[O:29]. The yield is 1.00. (4) The reactants are [C:1]([C:3]1[CH:4]=[C:5]([NH:9][C:10](=[O:16])[O:11][C:12]([CH3:15])([CH3:14])[CH3:13])[CH:6]=[CH:7][CH:8]=1)#[CH:2].I[C:18]1[CH:23]=[C:22]([N+:24]([O-:26])=[O:25])[CH:21]=[CH:20][C:19]=1[O:27][CH3:28].C(N(CC)CC)C. The catalyst is CN(C)C=O.Cl[Pd](Cl)([P](C1C=CC=CC=1)(C1C=CC=CC=1)C1C=CC=CC=1)[P](C1C=CC=CC=1)(C1C=CC=CC=1)C1C=CC=CC=1. The product is [C:12]([O:11][C:10](=[O:16])[NH:9][C:5]1[CH:6]=[CH:7][CH:8]=[C:3]([C:1]#[C:2][C:20]2[CH:21]=[C:22]([N+:24]([O-:26])=[O:25])[CH:23]=[CH:18][C:19]=2[O:27][CH3:28])[CH:4]=1)([CH3:13])([CH3:15])[CH3:14]. The yield is 0.400. (5) The reactants are [Cl:1]N1C(=O)CCC1=O.[CH3:9][N:10]1[CH:19]=[CH:18][C:17]2[C:12](=[CH:13][CH:14]=[N:15][CH:16]=2)[C:11]1=[O:20]. The catalyst is C(#N)C. The product is [Cl:1][C:18]1[C:17]2[C:12](=[CH:13][CH:14]=[N:15][CH:16]=2)[C:11](=[O:20])[N:10]([CH3:9])[CH:19]=1. The yield is 0.560. (6) The reactants are C([O:4][CH2:5][C@@H:6]1[C@@H:11]([O:12][CH2:13][C:14]2[CH:19]=[CH:18][CH:17]=[CH:16][CH:15]=2)[C@H:10]([O:20][CH2:21][C:22]2[CH:27]=[CH:26][CH:25]=[CH:24][CH:23]=2)[C@@H:9]([O:28][CH2:29][C:30]2[CH:35]=[CH:34][CH:33]=[CH:32][CH:31]=2)[C@H:8]([C:36]2[CH:41]=[C:40]([CH2:42][C:43]3[CH:48]=[CH:47][C:46]([O:49][CH2:50][CH3:51])=[CH:45][CH:44]=3)[C:39]([Cl:52])=[CH:38][C:37]=2[O:53][CH2:54][CH:55]=[CH2:56])[O:7]1)(=O)C.C[O-].[Na+].C(O)(=O)C. The catalyst is CO. The product is [CH2:54]([O:53][C:37]1[CH:38]=[C:39]([Cl:52])[C:40]([CH2:42][C:43]2[CH:44]=[CH:45][C:46]([O:49][CH2:50][CH3:51])=[CH:47][CH:48]=2)=[CH:41][C:36]=1[C@@H:8]1[O:7][C@H:6]([CH2:5][OH:4])[C@@H:11]([O:12][CH2:13][C:14]2[CH:19]=[CH:18][CH:17]=[CH:16][CH:15]=2)[C@H:10]([O:20][CH2:21][C:22]2[CH:23]=[CH:24][CH:25]=[CH:26][CH:27]=2)[C@H:9]1[O:28][CH2:29][C:30]1[CH:35]=[CH:34][CH:33]=[CH:32][CH:31]=1)[CH:55]=[CH2:56]. The yield is 0.980. (7) The reactants are C([O:5][C:6]([CH:8]1[CH:12]([C:13]2[CH:18]=[C:17]([Cl:19])[CH:16]=[CH:15][C:14]=2[O:20][CH2:21][CH2:22][O:23][Si](C(C)(C)C)(C)C)[C:11]([C:33]2[CH:38]=[CH:37][C:36]([Cl:39])=[CH:35][C:34]=2[F:40])([C:31]#[N:32])[CH:10]([CH2:41][C:42]([CH3:45])([CH3:44])[CH3:43])[NH:9]1)=[O:7])(C)(C)C.[F:46][C:47]([F:52])([F:51])[C:48]([OH:50])=[O:49]. The catalyst is ClCCl. The product is [F:46][C:47]([F:52])([F:51])[C:48]([OH:50])=[O:49].[Cl:39][C:36]1[CH:37]=[CH:38][C:33]([C:11]2([C:31]#[N:32])[CH:10]([CH2:41][C:42]([CH3:43])([CH3:44])[CH3:45])[NH:9][CH:8]([C:6]([OH:7])=[O:5])[CH:12]2[C:13]2[CH:18]=[C:17]([Cl:19])[CH:16]=[CH:15][C:14]=2[O:20][CH2:21][CH2:22][OH:23])=[C:34]([F:40])[CH:35]=1. The yield is 0.980.